Predict the reactants needed to synthesize the given product. From a dataset of Full USPTO retrosynthesis dataset with 1.9M reactions from patents (1976-2016). Given the product [Cl:12][C:13]1[C:18]2[O:19][C:20]3[CH2:25][CH2:24][N:23]([C:26]([O:28][C:29]([CH3:32])([CH3:31])[CH3:30])=[O:27])[CH2:22][C:21]=3[C:17]=2[CH:16]=[C:15]([S:8]([C:5]2[CH:6]=[CH:7][C:2]([Cl:1])=[CH:3][CH:4]=2)(=[O:10])=[O:9])[CH:14]=1, predict the reactants needed to synthesize it. The reactants are: [Cl:1][C:2]1[CH:7]=[CH:6][C:5]([S:8]([O-:10])=[O:9])=[CH:4][CH:3]=1.[Na+].[Cl:12][C:13]1[C:18]2[O:19][C:20]3[CH2:25][CH2:24][N:23]([C:26]([O:28][C:29]([CH3:32])([CH3:31])[CH3:30])=[O:27])[CH2:22][C:21]=3[C:17]=2[CH:16]=[C:15](Br)[CH:14]=1.